This data is from Forward reaction prediction with 1.9M reactions from USPTO patents (1976-2016). The task is: Predict the product of the given reaction. (1) Given the reactants [F:1][C:2]1[CH:10]=[C:9]2[C:5]([C:6](I)=[CH:7][N:8]2[S:11]([C:14]2[CH:19]=[CH:18][CH:17]=[CH:16][CH:15]=2)(=[O:13])=[O:12])=[CH:4][CH:3]=1.CC1(C)C(C)(C)OB([C:29]2[CH:30]=[CH:31][C:32]([NH:35][C:36](=[O:42])[O:37][C:38]([CH3:41])([CH3:40])[CH3:39])=[N:33][CH:34]=2)O1.[O-]P([O-])([O-])=O.[K+].[K+].[K+].C(Cl)Cl, predict the reaction product. The product is: [F:1][C:2]1[CH:10]=[C:9]2[C:5]([C:6]([C:29]3[CH:30]=[CH:31][C:32]([NH:35][C:36](=[O:42])[O:37][C:38]([CH3:40])([CH3:39])[CH3:41])=[N:33][CH:34]=3)=[CH:7][N:8]2[S:11]([C:14]2[CH:19]=[CH:18][CH:17]=[CH:16][CH:15]=2)(=[O:13])=[O:12])=[CH:4][CH:3]=1. (2) Given the reactants F[C:2](F)(F)[C:3]1[CH:4]=[C:5]([CH:8]=[CH:9][CH:10]=1)[CH:6]=O.[CH3:13][CH:14]([CH3:33])[CH:15]([C:27]1[CH:32]=[CH:31][CH:30]=[CH:29][CH:28]=1)[C:16]([NH:18][C@@H:19]1[C@@H:26]2[C@@H:22]([CH2:23][NH:24][CH2:25]2)[CH2:21][CH2:20]1)=[O:17].C1(C(C2CCCCC2)C(N[C@@H]2[C@H]3[C@H](CNC3)CC2)=O)CCCCC1, predict the reaction product. The product is: [CH3:13][CH:14]([CH3:33])[CH:15]([C:27]1[CH:28]=[CH:29][CH:30]=[CH:31][CH:32]=1)[C:16]([NH:18][C@@H:19]1[C@@H:26]2[C@@H:22]([CH2:23][N:24]([CH2:6][C:5]3[CH:8]=[CH:9][CH:10]=[C:3]([CH3:2])[CH:4]=3)[CH2:25]2)[CH2:21][CH2:20]1)=[O:17]. (3) Given the reactants [Cl:1][C:2]1[CH:7]=[C:6]([Cl:8])[CH:5]=[CH:4][C:3]=1[C@H:9]1[C@H:14]([N+:15]([O-:17])=[O:16])[CH2:13][C:12]([CH2:18][NH2:19])=[CH:11][CH2:10]1.[Cl:20][C:21]1[C:25]([S:26]([CH3:29])(=[O:28])=[O:27])=[CH:24][S:23][C:22]=1[C:30](Cl)=[O:31].C(N(C(C)C)CC)(C)C, predict the reaction product. The product is: [Cl:20][C:21]1[C:25]([S:26]([CH3:29])(=[O:27])=[O:28])=[CH:24][S:23][C:22]=1[C:30]([NH:19][CH2:18][C:12]1[CH2:13][C@@H:14]([N+:15]([O-:17])=[O:16])[C@H:9]([C:3]2[CH:4]=[CH:5][C:6]([Cl:8])=[CH:7][C:2]=2[Cl:1])[CH2:10][CH:11]=1)=[O:31]. (4) Given the reactants [C:1]12([C:11]3[CH:12]=[C:13]([C:18]4[CH:23]=[C:22]([CH:24]=O)[CH:21]=[C:20]([C:26]5[CH:31]=[CH:30][CH:29]=[CH:28][CH:27]=5)[CH:19]=4)[CH:14]=[CH:15][C:16]=3[OH:17])[CH2:10][CH:5]3[CH2:6][CH:7]([CH2:9][CH:3]([CH2:4]3)[CH2:2]1)[CH2:8]2.[S:32]1[CH2:38][C:36](=[O:37])[NH:35][C:33]1=S.[NH:39]1[CH2:44][CH2:43][O:42][CH2:41][CH2:40]1, predict the reaction product. The product is: [C:1]12([C:11]3[CH:12]=[C:13]([C:18]4[CH:23]=[C:22]([CH:24]=[C:38]5[S:32][C:33]([N:39]6[CH2:44][CH2:43][O:42][CH2:41][CH2:40]6)=[N:35][C:36]5=[O:37])[CH:21]=[C:20]([C:26]5[CH:27]=[CH:28][CH:29]=[CH:30][CH:31]=5)[CH:19]=4)[CH:14]=[CH:15][C:16]=3[OH:17])[CH2:8][CH:7]3[CH2:9][CH:3]([CH2:4][CH:5]([CH2:6]3)[CH2:10]1)[CH2:2]2.